From a dataset of Reaction yield outcomes from USPTO patents with 853,638 reactions. Predict the reaction yield, written as a fraction of the theoretical maximum amount of product (1.0 means a 100% yield; for example, 0.34 means a 34% yield). (1) The reactants are [C:1]([C:3]1[CH:8]=[CH:7][C:6]([N:9]([CH2:21][C:22]2[CH:27]=[CH:26][CH:25]=[CH:24][C:23]=2[C:28]([F:31])([F:30])[F:29])[C@H:10]2[CH2:14][CH2:13][N:12]([CH2:15][C:16](OCC)=[O:17])[CH2:11]2)=[CH:5][C:4]=1[C:32]([F:35])([F:34])[F:33])#[N:2].[H-].[H-].[H-].[H-].[Li+].[Al+3]. The catalyst is CCOCC. The product is [OH:17][CH2:16][CH2:15][N:12]1[CH2:13][CH2:14][C@H:10]([N:9]([CH2:21][C:22]2[CH:27]=[CH:26][CH:25]=[CH:24][C:23]=2[C:28]([F:31])([F:29])[F:30])[C:6]2[CH:7]=[CH:8][C:3]([C:1]#[N:2])=[C:4]([C:32]([F:33])([F:34])[F:35])[CH:5]=2)[CH2:11]1. The yield is 0.560. (2) The reactants are Br[C:2]1[CH:3]=[C:4]([C:8]2[N:9]=[C:10]([CH:20]([CH3:22])[CH3:21])[NH:11][C:12]=2[C:13]2[CH:18]=[CH:17][CH:16]=[C:15]([CH3:19])[N:14]=2)[CH:5]=[CH:6][CH:7]=1.[C:23]([C:26]1[CH:31]=[CH:30][C:29](B(O)O)=[CH:28][CH:27]=1)(=[O:25])[CH3:24]. No catalyst specified. The product is [CH:20]([C:10]1[NH:11][C:12]([C:13]2[CH:18]=[CH:17][CH:16]=[C:15]([CH3:19])[N:14]=2)=[C:8]([C:4]2[CH:3]=[C:2]([C:29]3[CH:30]=[CH:31][C:26]([C:23](=[O:25])[CH3:24])=[CH:27][CH:28]=3)[CH:7]=[CH:6][CH:5]=2)[N:9]=1)([CH3:22])[CH3:21]. The yield is 0.930. (3) The reactants are Br[C:2]1[CH:7]=[CH:6][C:5]([C:8]2([C:12]#[N:13])[CH2:11][CH2:10][CH2:9]2)=[CH:4][CH:3]=1.C([Li])CCC.CON(C)[C:22](=[O:24])[CH3:23].Cl. The catalyst is C1COCC1.[Cl-].[Na+].O. The product is [C:22]([C:2]1[CH:7]=[CH:6][C:5]([C:8]2([C:12]#[N:13])[CH2:11][CH2:10][CH2:9]2)=[CH:4][CH:3]=1)(=[O:24])[CH3:23]. The yield is 0.570. (4) The reactants are F[C:2]1[CH:9]=[CH:8][C:5]([C:6]#[N:7])=[C:4]([CH3:10])[N:3]=1.Cl.[NH2:12][C@H:13]([C:15]1[C:16](=[O:26])[NH:17][C:18]2[C:23]([CH:24]=1)=[CH:22][C:21]([Cl:25])=[CH:20][CH:19]=2)[CH3:14].CS(C)=O.CCN(C(C)C)C(C)C. The catalyst is O. The product is [Cl:25][C:21]1[CH:22]=[C:23]2[C:18](=[CH:19][CH:20]=1)[NH:17][C:16](=[O:26])[C:15]([C@@H:13]([NH:12][C:2]1[CH:9]=[CH:8][C:5]([C:6]#[N:7])=[C:4]([CH3:10])[N:3]=1)[CH3:14])=[CH:24]2. The yield is 0.760. (5) The reactants are [Cl-].[Cl-].[Cl-].[Al+3].[NH:5]1[C:9]2=[N:10][CH:11]=[CH:12][CH:13]=[C:8]2[CH:7]=[CH:6]1.[Cl:14][C:15]1[N:20]=[CH:19][C:18]([C:21](Cl)=[O:22])=[CH:17][CH:16]=1.CO. The product is [Cl:14][C:15]1[N:20]=[CH:19][C:18]([C:21]([C:7]2[C:8]3[C:9](=[N:10][CH:11]=[CH:12][CH:13]=3)[NH:5][CH:6]=2)=[O:22])=[CH:17][CH:16]=1. The yield is 0.886. The catalyst is C(Cl)Cl. (6) The reactants are [CH2:1]([CH:5]([CH2:8]C#N)[C:6]#[N:7])[CH:2]([CH3:4])[CH3:3].[C:11]([O-:14])(O)=[O:12].[Na+].Cl. The catalyst is O. The product is [C:6]([CH:5]([CH2:1][CH:2]([CH3:4])[CH3:3])[CH2:8][C:11]([OH:14])=[O:12])#[N:7]. The yield is 0.336.